From a dataset of Full USPTO retrosynthesis dataset with 1.9M reactions from patents (1976-2016). Predict the reactants needed to synthesize the given product. Given the product [O:19]=[C:7]1[NH:8][C:9](=[O:18])[C:10]([C:12]2[N:13]=[N:14][CH:15]=[CH:16][CH:17]=2)=[CH:11][N:6]1[CH2:5][CH2:4][CH:3]=[O:2], predict the reactants needed to synthesize it. The reactants are: C[O:2][CH:3](OC)[CH2:4][CH2:5][N:6]1[CH:11]=[C:10]([C:12]2[N:13]=[N:14][CH:15]=[CH:16][CH:17]=2)[C:9](=[O:18])[NH:8][C:7]1=[O:19].